This data is from Catalyst prediction with 721,799 reactions and 888 catalyst types from USPTO. The task is: Predict which catalyst facilitates the given reaction. (1) Reactant: [NH2:1][C:2]1[S:6][N:5]=[C:4]([S:7][CH2:8][C:9]([N:11]([CH3:13])[CH3:12])=[O:10])[N:3]=1.[C:14]([O:18][C:19](O[C:19]([O:18][C:14]([CH3:17])([CH3:16])[CH3:15])=[O:20])=[O:20])([CH3:17])([CH3:16])[CH3:15]. Product: [C:14]([O:18][C:19](=[O:20])[NH:1][C:2]1[S:6][N:5]=[C:4]([S:7][CH2:8][C:9](=[O:10])[N:11]([CH3:13])[CH3:12])[N:3]=1)([CH3:17])([CH3:16])[CH3:15]. The catalyst class is: 630. (2) Reactant: O[C:2]1([C:26]2[C:27]([OH:35])=[CH:28][C:29]3[O:33][CH2:32][CH2:31][C:30]=3[CH:34]=2)[C:10]2[CH:9]=[C:8]3[O:11][CH2:12][CH2:13][O:14][C:7]3=[CH:6][C:5]=2[N:4]([CH2:15][C:16]2[O:17][C:18]([C:21]([F:24])([F:23])[F:22])=[CH:19][CH:20]=2)[C:3]1=[O:25].C([SiH](CC)CC)C.FC(F)(F)C(O)=O. Product: [OH:35][C:27]1[C:26]([CH:2]2[C:10]3[CH:9]=[C:8]4[O:11][CH2:12][CH2:13][O:14][C:7]4=[CH:6][C:5]=3[N:4]([CH2:15][C:16]3[O:17][C:18]([C:21]([F:24])([F:23])[F:22])=[CH:19][CH:20]=3)[C:3]2=[O:25])=[CH:34][C:30]2[CH2:31][CH2:32][O:33][C:29]=2[CH:28]=1. The catalyst class is: 4. (3) Reactant: [NH:1]1[C:9]2[C:4](=[CH:5][CH:6]=[CH:7][CH:8]=2)[C:3]([CH2:10][C@H:11]([NH:23][C:24](=[O:30])[O:25][C:26]([CH3:29])([CH3:28])[CH3:27])[CH2:12][O:13][C:14]2[CH:19]=[CH:18][CH:17]=[C:16]([N+:20]([O-])=O)[CH:15]=2)=[CH:2]1.C([O-])=O.[NH4+]. Product: [NH2:20][C:16]1[CH:15]=[C:14]([CH:19]=[CH:18][CH:17]=1)[O:13][CH2:12][C@@H:11]([NH:23][C:24](=[O:30])[O:25][C:26]([CH3:29])([CH3:27])[CH3:28])[CH2:10][C:3]1[C:4]2[C:9](=[CH:8][CH:7]=[CH:6][CH:5]=2)[NH:1][CH:2]=1. The catalyst class is: 19. (4) Reactant: O.[NH2:2][NH2:3].[C:4]1([C:10]2[O:15][C:14](=O)[C:13]3[CH:17]=[CH:18][CH:19]=[CH:20][C:12]=3[N:11]=2)[CH:9]=[CH:8][CH:7]=[CH:6][CH:5]=1. Product: [NH2:2][N:3]1[C:14](=[O:15])[C:13]2[C:12](=[CH:20][CH:19]=[CH:18][CH:17]=2)[N:11]=[C:10]1[C:4]1[CH:9]=[CH:8][CH:7]=[CH:6][CH:5]=1. The catalyst class is: 8.